This data is from Forward reaction prediction with 1.9M reactions from USPTO patents (1976-2016). The task is: Predict the product of the given reaction. (1) Given the reactants [CH3:1][O:2][C:3]1[CH:20]=[CH:19][C:6]([CH2:7][O:8][CH2:9][CH:10]=[CH:11][CH2:12][O:13][C:14](=[O:18])[CH:15]=[N+]=[N-])=[CH:5][CH:4]=1, predict the reaction product. The product is: [CH3:1][O:2][C:3]1[CH:20]=[CH:19][C:6]([CH2:7][O:8][CH2:9][C@@H:10]2[C@@H:15]3[C@H:11]2[CH2:12][O:13][C:14]3=[O:18])=[CH:5][CH:4]=1. (2) Given the reactants S(Cl)([Cl:3])=O.[CH2:5]([NH:7][CH2:8][C:9]([OH:11])=[O:10])[CH3:6].[CH3:12]COCC, predict the reaction product. The product is: [ClH:3].[CH2:5]([NH:7][CH2:8][C:9]([O:11][CH3:12])=[O:10])[CH3:6].